From a dataset of Forward reaction prediction with 1.9M reactions from USPTO patents (1976-2016). Predict the product of the given reaction. (1) Given the reactants C[NH:2][CH:3]1[CH2:8][CH2:7][N:6]([C:9]([O:11][C:12]([CH3:15])([CH3:14])[CH3:13])=[O:10])[CH2:5][CH2:4]1.[Cl:16][C:17]1[CH:22]=[CH:21][C:20]([C:23]2[CH:28]=[CH:27][C:26]([NH:29][C:30](=[O:41])/[CH:31]=[CH:32]/[C:33]3[CH:38]=CC(CCl)=[CH:35][CH:34]=3)=[CH:25][CH:24]=2)=[CH:19][CH:18]=1, predict the reaction product. The product is: [Cl:16][C:17]1[CH:22]=[CH:21][C:20]([C:23]2[CH:24]=[CH:25][C:26]([NH:29][C:30](/[CH:31]=[CH:32]/[CH:33]([CH2:38][NH:2][CH:3]3[CH2:8][CH2:7][N:6]([C:9]([O:11][C:12]([CH3:15])([CH3:14])[CH3:13])=[O:10])[CH2:5][CH2:4]3)[C:34]3[CH:5]=[CH:4][CH:3]=[CH:8][CH:35]=3)=[O:41])=[CH:27][CH:28]=2)=[CH:19][CH:18]=1. (2) Given the reactants [NH2:1][C:2]1[CH:7]=[CH:6][C:5]([NH:8][C:9]2[CH:18]=[CH:17][N:16]=[C:15]3[C:10]=2[C:11]2[CH:23]=[CH:22][CH:21]=[CH:20][C:12]=2[C:13](=[O:19])[NH:14]3)=[CH:4][CH:3]=1.CCN(C(C)C)C(C)C.[C:33]1([S:39](Cl)(=[O:41])=[O:40])[CH:38]=[CH:37][CH:36]=[CH:35][CH:34]=1, predict the reaction product. The product is: [O:19]=[C:13]1[C:12]2[CH:20]=[CH:21][CH:22]=[CH:23][C:11]=2[C:10]2[C:15](=[N:16][CH:17]=[CH:18][C:9]=2[NH:8][C:5]2[CH:4]=[CH:3][C:2]([NH:1][S:39]([C:33]3[CH:38]=[CH:37][CH:36]=[CH:35][CH:34]=3)(=[O:41])=[O:40])=[CH:7][CH:6]=2)[NH:14]1.